Dataset: Reaction yield outcomes from USPTO patents with 853,638 reactions. Task: Predict the reaction yield, written as a fraction of the theoretical maximum amount of product (1.0 means a 100% yield; for example, 0.34 means a 34% yield). (1) The reactants are C(O[C:5](=[O:7])[CH3:6])(=O)C.C(N([CH2:13][CH3:14])CC)C.[CH3:15][CH2:16][CH2:17][CH2:18][CH2:19][CH3:20].O.[CH3:22]N(C)C(=O)C. No catalyst specified. The product is [CH2:17]([C:16]1[CH2:22][CH:13]2[CH:6]([CH:15]=1)[C:5](=[O:7])[CH2:14]2)[CH2:18][CH2:19][CH3:20]. The yield is 0.630. (2) The reactants are [CH3:1][O:2][C:3]1[CH:43]=[C:42]([O:44][CH3:45])[CH:41]=[CH:40][C:4]=1[CH2:5][NH:6][C:7]1[C:8]2[CH:15]=[CH:14][N:13]([C@H:16]3[C@@H:20]4[O:21][C:22]([CH3:25])([CH3:24])[O:23][C@@H:19]4[C@@H:18]([CH2:26][N:27]([CH:37]([CH3:39])[CH3:38])[CH:28]4[CH2:31][CH:30]([CH2:32][CH2:33][C:34](O)=[O:35])[CH2:29]4)[O:17]3)[C:9]=2[N:10]=[CH:11][N:12]=1.CN(C(ON1N=NC2C=CC=NC1=2)=[N+](C)C)C.F[P-](F)(F)(F)(F)F.C1C=NC2N(O)N=NC=2C=1.[C:80]([C:84]1[CH:85]=[C:86]([NH2:91])[C:87]([NH2:90])=[CH:88][CH:89]=1)([CH3:83])([CH3:82])[CH3:81]. The catalyst is C(Cl)Cl. The product is [NH2:91][C:86]1[CH:85]=[C:84]([C:80]([CH3:83])([CH3:81])[CH3:82])[CH:89]=[CH:88][C:87]=1[NH:90][C:34](=[O:35])[CH2:33][CH2:32][CH:30]1[CH2:31][CH:28]([N:27]([CH2:26][C@@H:18]2[C@@H:19]3[C@@H:20]([O:21][C:22]([CH3:24])([CH3:25])[O:23]3)[C@H:16]([N:13]3[C:9]4[N:10]=[CH:11][N:12]=[C:7]([NH:6][CH2:5][C:4]5[CH:40]=[CH:41][C:42]([O:44][CH3:45])=[CH:43][C:3]=5[O:2][CH3:1])[C:8]=4[CH:15]=[CH:14]3)[O:17]2)[CH:37]([CH3:38])[CH3:39])[CH2:29]1. The yield is 0.500. (3) The reactants are [Cl:1][C:2]1[C:15]([Cl:16])=[CH:14][CH:13]=[CH:12][C:3]=1[CH2:4][C:5]1[C:6]([CH3:11])=[N:7][NH:8][C:9]=1[NH2:10].O=[C:18]([C:25]1[CH:30]=[CH:29][N:28]=[CH:27][CH:26]=1)[CH2:19][C:20]([O:22][CH2:23][CH3:24])=O.C(O)(=[O:33])C. No catalyst specified. The product is [C:23]([O:22][C:20]1[N:8]2[N:7]=[C:6]([CH3:11])[C:5]([CH2:4][C:3]3[CH:12]=[CH:13][CH:14]=[C:15]([Cl:16])[C:2]=3[Cl:1])=[C:9]2[N:10]=[C:18]([C:25]2[CH:30]=[CH:29][N:28]=[CH:27][CH:26]=2)[CH:19]=1)(=[O:33])[CH3:24]. The yield is 0.600. (4) The reactants are [CH3:1][CH:2]([C:4]1[N:8]=[C:7]([N:9]2[CH2:14][CH2:13][CH:12]([CH2:15][OH:16])[CH2:11][CH2:10]2)[O:6][N:5]=1)[CH3:3].[Br:17][C:18]1[CH:23]=[CH:22][C:21](O)=[CH:20][CH:19]=1.C1C=CC(P(C2C=CC=CC=2)C2C=CC=CC=2)=CC=1.N(C(OC(C)C)=O)=NC(OC(C)C)=O. The catalyst is C1COCC1. The product is [Br:17][C:18]1[CH:23]=[CH:22][C:21]([O:16][CH2:15][CH:12]2[CH2:13][CH2:14][N:9]([C:7]3[O:6][N:5]=[C:4]([CH:2]([CH3:1])[CH3:3])[N:8]=3)[CH2:10][CH2:11]2)=[CH:20][CH:19]=1. The yield is 0.420. (5) The reactants are C(OC([NH:8][C@H:9]1[C@@H:14]([N:15]2[CH:19]=[CH:18][N:17]=[N:16]2)[C@@H:13]([CH3:20])[CH2:12][N:11]([C:21]2[CH:26]=[CH:25][N:24]=[CH:23][C:22]=2[NH:27][C:28]([C:30]2[C:39]([NH:40]C(=O)OCC3C=CC=CC=3)=[CH:38][C:37]3[C:32](=[CH:33][C:34]([C:51]4[CH2:52][CH2:53][O:54][CH2:55][CH:56]=4)=[CH:35][CH:36]=3)[N:31]=2)=[O:29])[CH2:10]1)=O)(C)(C)C.C1COCC1.Cl.O1CCOCC1. The catalyst is CO. The product is [NH2:40][C:39]1[C:30]([C:28]([NH:27][C:22]2[CH:23]=[N:24][CH:25]=[CH:26][C:21]=2[N:11]2[CH2:12][C@H:13]([CH3:20])[C@H:14]([N:15]3[CH:19]=[CH:18][N:17]=[N:16]3)[C@H:9]([NH2:8])[CH2:10]2)=[O:29])=[N:31][C:32]2[C:37]([CH:38]=1)=[CH:36][CH:35]=[C:34]([CH:51]1[CH2:56][CH2:55][O:54][CH2:53][CH2:52]1)[CH:33]=2. The yield is 0.650. (6) The reactants are C(N(CC)CC)C.[CH:8]([C:10]1[C:18]2[C:13](=[CH:14][CH:15]=[CH:16][CH:17]=2)[N:12](C(OC(C)(C)C)=O)[CH:11]=1)=[O:9].[CH3:26][O:27][C:28]1[CH:29]=[C:30]([CH:41]=[CH:42][CH:43]=1)[N:31]=[CH:32][C:33]1[CH:38]=[N:37][C:36]([O:39][CH3:40])=[CH:35][N:34]=1. The catalyst is [Cl-].C([N+]1C(C)=C(CCO)SC=1)C1C=CC=CC=1.C(O)C. The product is [NH:12]1[C:13]2[C:18](=[CH:17][CH:16]=[CH:15][CH:14]=2)[C:10]([C:8](=[O:9])[CH:32]([NH:31][C:30]2[CH:41]=[CH:42][CH:43]=[C:28]([O:27][CH3:26])[CH:29]=2)[C:33]2[CH:38]=[N:37][C:36]([O:39][CH3:40])=[CH:35][N:34]=2)=[CH:11]1. The yield is 0.360.